Task: Predict the reaction yield, written as a fraction of the theoretical maximum amount of product (1.0 means a 100% yield; for example, 0.34 means a 34% yield).. Dataset: Reaction yield outcomes from USPTO patents with 853,638 reactions (1) The reactants are O.O.[F-].[K+].O.[C:6]1(B(O)O)[CH:11]=[CH:10][CH:9]=[CH:8][CH:7]=1.[Cl:15][C:16]1[CH:17]=[CH:18][C:19]([C:23]([O:25][CH:26]([CH3:28])[CH3:27])=[O:24])=[N:20][C:21]=1Cl. The product is [Cl:15][C:16]1[CH:17]=[CH:18][C:19]([C:23]([O:25][CH:26]([CH3:28])[CH3:27])=[O:24])=[N:20][C:21]=1[C:6]1[CH:11]=[CH:10][CH:9]=[CH:8][CH:7]=1. The yield is 0.880. The catalyst is Cl[Pd](Cl)([P](C1C=CC=CC=1)(C1C=CC=CC=1)C1C=CC=CC=1)[P](C1C=CC=CC=1)(C1C=CC=CC=1)C1C=CC=CC=1.C(#N)C. (2) The reactants are [C:1]1([CH:8]=[CH:7][CH:6]=[C:4]([OH:5])[CH:3]=1)[OH:2].[F:9][C:10]1[CH:15]=[CH:14][C:13]([CH2:16][C:17](O)=[O:18])=[CH:12][CH:11]=1.B(F)(F)F.CCOCC. No catalyst specified. The product is [OH:2][C:1]1[CH:3]=[C:4]([OH:5])[CH:6]=[CH:7][C:8]=1[C:17](=[O:18])[CH2:16][C:13]1[CH:14]=[CH:15][C:10]([F:9])=[CH:11][CH:12]=1. The yield is 1.00. (3) The reactants are [F:1][C:2]1[CH:3]=[C:4]([C:10]2[CH:11]=[C:12]([C:17]([O:19][CH3:20])=[O:18])[C:13](=[O:16])[NH:14][N:15]=2)[CH:5]=[CH:6][C:7]=1[O:8][CH3:9].[CH:21]1([CH2:26]Br)[CH2:25][CH2:24][CH2:23][CH2:22]1. No catalyst specified. The product is [CH:21]1([CH2:26][N:14]2[C:13](=[O:16])[C:12]([C:17]([O:19][CH3:20])=[O:18])=[CH:11][C:10]([C:4]3[CH:5]=[CH:6][C:7]([O:8][CH3:9])=[C:2]([F:1])[CH:3]=3)=[N:15]2)[CH2:25][CH2:24][CH2:23][CH2:22]1. The yield is 0.720. (4) The reactants are [CH3:1][O:2][C:3]1[CH:4]=[C:5]([C:11]2[C:19]3[C:14](=[CH:15][CH:16]=[C:17]([C:20]#[N:21])[CH:18]=3)[N:13](C3CCCCO3)[N:12]=2)[CH:6]=[CH:7][C:8]=1[O:9][CH3:10].Cl.O. The catalyst is CO. The product is [CH3:1][O:2][C:3]1[CH:4]=[C:5]([C:11]2[C:19]3[C:14](=[CH:15][CH:16]=[C:17]([C:20]#[N:21])[CH:18]=3)[NH:13][N:12]=2)[CH:6]=[CH:7][C:8]=1[O:9][CH3:10]. The yield is 0.930. (5) The catalyst is O1CCCC1. The reactants are [Cl:1][C:2]1[CH:3]=[C:4]([C@:9]23[CH2:14][CH:13]2[CH2:12][O:11][C:10]3=[O:15])[CH:5]=[CH:6][C:7]=1[Cl:8].ClCCl. The yield is 0.985. The product is [Cl:1][C:2]1[CH:3]=[C:4]([C@:9]2([CH2:10][OH:15])[CH2:14][CH:13]2[CH2:12][OH:11])[CH:5]=[CH:6][C:7]=1[Cl:8].